This data is from Reaction yield outcomes from USPTO patents with 853,638 reactions. The task is: Predict the reaction yield, written as a fraction of the theoretical maximum amount of product (1.0 means a 100% yield; for example, 0.34 means a 34% yield). The reactants are C1(C)C=CC(C([C@@](C(O)=O)(O)[C@@](C(C2C=CC(C)=CC=2)=O)(O)C(O)=O)=O)=CC=1.[NH2:29][C@H:30]1[C:36]2[CH:37]=[CH:38][CH2:39][CH2:40][C:35]=2[CH2:34][CH2:33][N:32]([CH3:41])[C:31]1=[O:42].[OH-].[Na+]. The product is [NH2:29][C@H:30]1[C:36]2[CH:37]=[CH:38][CH2:39][CH2:40][C:35]=2[CH2:34][CH2:33][N:32]([CH3:41])[C:31]1=[O:42]. The catalyst is ClCCl. The yield is 0.574.